Dataset: Forward reaction prediction with 1.9M reactions from USPTO patents (1976-2016). Task: Predict the product of the given reaction. Given the reactants [CH3:1][N:2]1[C:6]2[CH:7]=[CH:8][C:9]([N:11]3[CH:16]=[C:15]([C:17]([O:19][CH2:20][CH3:21])=[O:18])[C:14](=[O:22])[NH:13][C:12]3=[O:23])=[CH:10][C:5]=2[S:4][C:3]1=[O:24].[F:25][C:26]([F:39])([F:38])[C:27]1[CH:36]=[CH:35][CH:34]=[C:33]2[C:28]=1[CH2:29][CH2:30][CH2:31][CH:32]2O.C1(P(C2C=CC=CC=2)C2C=CC=CC=2)C=CC=CC=1.CC(OC(/N=N/C(OC(C)C)=O)=O)C.Cl, predict the reaction product. The product is: [CH3:1][N:2]1[C:6]2[CH:7]=[CH:8][C:9]([N:11]3[CH:16]=[C:15]([C:17]([O:19][CH2:20][CH3:21])=[O:18])[C:14](=[O:22])[N:13]([CH:32]4[C:33]5[C:28](=[C:27]([C:26]([F:25])([F:38])[F:39])[CH:36]=[CH:35][CH:34]=5)[CH2:29][CH2:30][CH2:31]4)[C:12]3=[O:23])=[CH:10][C:5]=2[S:4][C:3]1=[O:24].